Dataset: Full USPTO retrosynthesis dataset with 1.9M reactions from patents (1976-2016). Task: Predict the reactants needed to synthesize the given product. (1) Given the product [CH3:1][NH:2][CH2:3][CH2:4][NH:5][C:9]1[N:8]=[CH:7][CH:12]=[CH:11][N:20]=1, predict the reactants needed to synthesize it. The reactants are: [CH3:1][NH:2][CH2:3][CH2:4][NH2:5].Cl[C:7]1[CH:12]=[CH:11]C(C(F)(F)F)=[CH:9][N:8]=1.C([N:20](C(C)C)CC)(C)C. (2) Given the product [CH3:15][S:8]/[C:7](=[N:6]\[C:4](=[O:5])[CH:3]=[C:2]([CH3:14])[CH3:1])/[N:9]1[CH2:10][CH2:11][CH2:12][CH2:13]1, predict the reactants needed to synthesize it. The reactants are: [CH3:1][C:2]([CH3:14])=[CH:3][C:4]([NH:6][C:7]([N:9]1[CH2:13][CH2:12][CH2:11][CH2:10]1)=[S:8])=[O:5].[C:15](=O)([O-])[O-].[Na+].[Na+].IC. (3) Given the product [Cl:1][C:2]1[CH:7]=[C:6]([CH2:8][CH2:9][CH2:10][N:43]2[CH2:44][CH:41]([O:40][CH3:39])[CH2:42]2)[C:5]([C:12]#[N:13])=[CH:4][C:3]=1[NH:14][C:15]1[N:20]=[C:19]([N:21]([CH:31]2[CH2:32][CH2:33]2)[CH2:22][C:23]2[CH:28]=[CH:27][C:26]([O:29][CH3:30])=[CH:25][CH:24]=2)[C:18]2=[N:34][CH:35]=[C:36]([C:37]#[N:38])[N:17]2[N:16]=1, predict the reactants needed to synthesize it. The reactants are: [Cl:1][C:2]1[CH:7]=[C:6]([CH2:8][CH2:9][CH:10]=O)[C:5]([C:12]#[N:13])=[CH:4][C:3]=1[NH:14][C:15]1[N:20]=[C:19]([N:21]([CH:31]2[CH2:33][CH2:32]2)[CH2:22][C:23]2[CH:28]=[CH:27][C:26]([O:29][CH3:30])=[CH:25][CH:24]=2)[C:18]2=[N:34][CH:35]=[C:36]([C:37]#[N:38])[N:17]2[N:16]=1.[CH3:39][O:40][CH:41]1[CH2:44][NH:43][CH2:42]1.CC(O)=O.C([BH3-])#N.[Na+]. (4) Given the product [CH2:31]([NH:38][C:28]([C:26]1[N:25]=[N:24][N:23]([CH2:22][CH2:21][CH2:20][CH2:19][N:4]2[CH:5]=[CH:6][C:7]([NH:9][C:10](=[O:18])[CH2:11][C:12]3[CH:13]=[CH:14][CH:15]=[CH:16][CH:17]=3)=[CH:8][C:3]2=[O:2])[CH:27]=1)=[O:30])[C:32]1[CH:37]=[CH:36][CH:35]=[CH:34][CH:33]=1, predict the reactants needed to synthesize it. The reactants are: [Li+].[O:2]=[C:3]1[CH:8]=[C:7]([NH:9][C:10](=[O:18])[CH2:11][C:12]2[CH:17]=[CH:16][CH:15]=[CH:14][CH:13]=2)[CH:6]=[CH:5][N:4]1[CH2:19][CH2:20][CH2:21][CH2:22][N:23]1[CH:27]=[C:26]([C:28]([O-:30])=O)[N:25]=[N:24]1.[CH2:31]([NH2:38])[C:32]1[CH:37]=[CH:36][CH:35]=[CH:34][CH:33]=1.C(P1(=O)OP(CCC)(=O)OP(CCC)(=O)O1)CC. (5) Given the product [CH2:33]([O:42][C:11]([O:20][CH2:21][CH2:22][CH2:23][CH2:24][CH2:25][C:26]([O:28][C:29]([CH3:32])([CH3:31])[CH3:30])=[O:27])=[O:12])[CH2:34][CH2:35][CH2:36][CH2:37][CH2:38][CH2:39][CH2:40][CH3:41], predict the reactants needed to synthesize it. The reactants are: C1C([N+]([O-])=O)=CC=C([Cl-][C:11]([O-])=[O:12])C=1.N1C=CC=CC=1.[OH:20][CH2:21][CH2:22][CH2:23][CH2:24][CH2:25][C:26]([O:28][C:29]([CH3:32])([CH3:31])[CH3:30])=[O:27].[CH2:33]([OH:42])[CH2:34][CH2:35][CH2:36][CH2:37][CH2:38][CH2:39][CH2:40][CH3:41]. (6) Given the product [O:13]=[C:14]1[O:20][C@H:19]([C@H:21]([CH2:23][OH:24])[OH:22])[C:17]([O-:18])=[C:15]1[OH:16].[OH:1][CH:2]1[O:10][C@H:9]([CH2:11][OH:12])[C@@H:7]([OH:8])[C@H:5]([OH:6])[C@H:3]1[NH2:4], predict the reactants needed to synthesize it. The reactants are: [OH:1][CH:2]1[O:10][C@H:9]([CH2:11][OH:12])[C@@H:7]([OH:8])[C@H:5]([OH:6])[C@H:3]1[NH2:4].[O:13]=[C:14]1[O:20][C@H:19]([C@H:21]([CH2:23][OH:24])[OH:22])[C:17]([OH:18])=[C:15]1[OH:16].